This data is from Catalyst prediction with 721,799 reactions and 888 catalyst types from USPTO. The task is: Predict which catalyst facilitates the given reaction. (1) Reactant: [N+:1]([C:4]1[C:14]([N+:15]([O-:17])=[O:16])=[CH:13][C:12]2[CH:11]3[CH2:18][CH:7]([CH2:8][N:9](C(=O)C(F)(F)F)[CH2:10]3)[C:6]=2[CH:5]=1)([O-:3])=[O:2].C([O-])([O-])=O.[Na+].[Na+].O. Product: [N+:15]([C:14]1[C:4]([N+:1]([O-:3])=[O:2])=[CH:5][C:6]2[CH:7]3[CH2:18][CH:11]([CH2:10][NH:9][CH2:8]3)[C:12]=2[CH:13]=1)([O-:17])=[O:16]. The catalyst class is: 5. (2) Reactant: [CH:1]1([C:4]2[O:8][N:7]=[C:6]([C:9]3[C:14]([Cl:15])=[CH:13][CH:12]=[CH:11][C:10]=3[Cl:16])[C:5]=2[CH2:17][O:18][CH:19]2[CH2:22][CH:21]([OH:23])[CH2:20]2)[CH2:3][CH2:2]1.O.C(O)(=O)C.C(O)(=O)C.IC1C=CC=CC=1.CC1(C)N([O])C(C)(C)CCC1. Product: [CH:1]1([C:4]2[O:8][N:7]=[C:6]([C:9]3[C:10]([Cl:16])=[CH:11][CH:12]=[CH:13][C:14]=3[Cl:15])[C:5]=2[CH2:17][O:18][CH:19]2[CH2:20][C:21](=[O:23])[CH2:22]2)[CH2:3][CH2:2]1. The catalyst class is: 23. (3) Reactant: [NH:1]([C:3](=[NH:29])[C:4]1[N:5]=[C:6]([NH:16][C@H:17]2[CH2:21][CH2:20][N:19]([C:22]([O:24][C:25]([CH3:28])([CH3:27])[CH3:26])=[O:23])[CH2:18]2)[C:7]2[C:12]([CH:13]=1)=[CH:11][CH:10]=[CH:9][C:8]=2[O:14][CH3:15])[NH2:2].C1N=CN([C:35](N2C=NC=C2)=[O:36])C=1. Product: [CH3:15][O:14][C:8]1[CH:9]=[CH:10][CH:11]=[C:12]2[C:7]=1[C:6]([NH:16][C@H:17]1[CH2:21][CH2:20][N:19]([C:22]([O:24][C:25]([CH3:26])([CH3:28])[CH3:27])=[O:23])[CH2:18]1)=[N:5][C:4]([C:3]1[NH:29][C:35](=[O:36])[NH:2][N:1]=1)=[CH:13]2. The catalyst class is: 12. (4) Reactant: [H-].[Na+].[CH2:3]([C:9]1[CH:14]=[CH:13][C:12]([OH:15])=[CH:11][CH:10]=1)[CH2:4][CH2:5][CH2:6][CH2:7][CH3:8].Cl[C:17]1[N:18]([CH3:30])[C:19](=[O:29])[CH:20]=[C:21]([C:23]2[CH:28]=[CH:27][N:26]=[CH:25][N:24]=2)[N:22]=1.O. Product: [CH2:3]([C:9]1[CH:10]=[CH:11][C:12]([O:15][C:17]2[N:18]([CH3:30])[C:19](=[O:29])[CH:20]=[C:21]([C:23]3[CH:28]=[CH:27][N:26]=[CH:25][N:24]=3)[N:22]=2)=[CH:13][CH:14]=1)[CH2:4][CH2:5][CH2:6][CH2:7][CH3:8]. The catalyst class is: 9. (5) The catalyst class is: 819. Product: [Cl:22][C:3]1[C:2]([B:26]2[O:27][C:28]([CH3:30])([CH3:29])[C:24]([CH3:40])([CH3:23])[O:25]2)=[CH:7][CH:6]=[CH:5][C:4]=1[N:8]1[C:17](=[O:18])[C:16]2[C:11](=[C:12]([F:19])[CH:13]=[CH:14][CH:15]=2)[N:10]([CH3:20])[C:9]1=[O:21]. Reactant: Br[C:2]1[C:3]([Cl:22])=[C:4]([N:8]2[C:17](=[O:18])[C:16]3[C:11](=[C:12]([F:19])[CH:13]=[CH:14][CH:15]=3)[N:10]([CH3:20])[C:9]2=[O:21])[CH:5]=[CH:6][CH:7]=1.[CH3:23][C:24]1([CH3:40])[C:28]([CH3:30])([CH3:29])[O:27][B:26]([B:26]2[O:27][C:28]([CH3:30])([CH3:29])[C:24]([CH3:40])([CH3:23])[O:25]2)[O:25]1.C([O-])(=O)C.[K+]. (6) Reactant: [CH3:1][O:2][C:3](=[O:21])[C@@H:4]([NH:13][C:14]([O:16][C:17]([CH3:20])([CH3:19])[CH3:18])=[O:15])[CH2:5][C:6]1[CH:11]=[CH:10][C:9]([NH2:12])=[CH:8][CH:7]=1.Cl[C:23]1[C:32]([C:33]#[N:34])=[CH:31][C:30]2[C:25](=[CH:26][CH:27]=[N:28][CH:29]=2)[N:24]=1.C(N(C(C)C)CC)(C)C. Product: [CH3:1][O:2][C:3](=[O:21])[C@@H:4]([NH:13][C:14]([O:16][C:17]([CH3:18])([CH3:20])[CH3:19])=[O:15])[CH2:5][C:6]1[CH:11]=[CH:10][C:9]([NH:12][C:23]2[C:32]([C:33]#[N:34])=[CH:31][C:30]3[C:25](=[CH:26][CH:27]=[N:28][CH:29]=3)[N:24]=2)=[CH:8][CH:7]=1. The catalyst class is: 14. (7) Reactant: CS([Cl:5])(=O)=O.C(N(CC)CC)C.[I:13][C:14]1[CH:21]=[CH:20][CH:19]=[CH:18][C:15]=1[CH2:16]O.C(=O)([O-])O.[Na+]. Product: [Cl:5][CH2:16][C:15]1[CH:18]=[CH:19][CH:20]=[CH:21][C:14]=1[I:13]. The catalyst class is: 2. (8) Reactant: [CH2:1]([O:3][C:4](=[O:32])[C:5]([O:23][C:24]1[CH:29]=[CH:28][CH:27]=[CH:26][C:25]=1[O:30][CH3:31])([CH3:22])[CH:6]([C:8]1[CH:13]=[CH:12][C:11]([O:14][CH2:15][C:16]2[CH:21]=[CH:20][CH:19]=[CH:18][CH:17]=2)=[CH:10][CH:9]=1)[OH:7])[CH3:2].N1C=CC=CC=1.[F:39][C:40]([F:51])([F:50])[C:41](O[C:41](=[O:42])[C:40]([F:51])([F:50])[F:39])=[O:42]. Product: [CH2:1]([O:3][C:4](=[O:32])[C:5]([O:23][C:24]1[CH:29]=[CH:28][CH:27]=[CH:26][C:25]=1[O:30][CH3:31])([CH3:22])[CH:6]([C:8]1[CH:9]=[CH:10][C:11]([O:14][CH2:15][C:16]2[CH:21]=[CH:20][CH:19]=[CH:18][CH:17]=2)=[CH:12][CH:13]=1)[O:7][C:41](=[O:42])[C:40]([F:51])([F:50])[F:39])[CH3:2]. The catalyst class is: 343. (9) Reactant: [C:1]([O:5][C:6]([NH:8][C@:9]([CH3:15])([CH2:13][CH3:14])[C:10]([OH:12])=O)=[O:7])([CH3:4])([CH3:3])[CH3:2].CN(C(ON1N=NC2C=CC=NC1=2)=[N+](C)C)C.F[P-](F)(F)(F)(F)F.[C:40]12([C:51]3[C:46](=[CH:47][CH:48]=[CH:49][C:50]=3[O:52][C:53]3[N:58]=[CH:57][C:56]([NH2:59])=[CH:55][N:54]=3)[O:45][CH2:44][CH2:43]1)[CH2:42][CH2:41]2. The catalyst class is: 3. Product: [C:40]12([C:51]3[C:46](=[CH:47][CH:48]=[CH:49][C:50]=3[O:52][C:53]3[N:58]=[CH:57][C:56]([NH:59][C:10]([C@@:9]([NH:8][C:6](=[O:7])[O:5][C:1]([CH3:2])([CH3:3])[CH3:4])([CH3:15])[CH2:13][CH3:14])=[O:12])=[CH:55][N:54]=3)[O:45][CH2:44][CH2:43]1)[CH2:41][CH2:42]2. (10) Reactant: [NH2:1][C:2]1[CH:11]=[CH:10][C:9]([CH2:12][N:13]([CH2:25][C:26]2[CH:31]=[CH:30][C:29]([Cl:32])=[C:28]([Cl:33])[CH:27]=2)[S:14]([C:17]2[CH:22]=[CH:21][CH:20]=[CH:19][C:18]=2[O:23][CH3:24])(=[O:16])=[O:15])=[CH:8][C:3]=1[C:4]([O:6][CH3:7])=[O:5].Cl[C:35]([C:37]([O:39][CH3:40])=[O:38])=[O:36]. Product: [CH3:40][O:39][C:37]([C:35](=[O:36])[NH:1][C:2]1[CH:11]=[CH:10][C:9]([CH2:12][N:13]([CH2:25][C:26]2[CH:31]=[CH:30][C:29]([Cl:32])=[C:28]([Cl:33])[CH:27]=2)[S:14]([C:17]2[CH:22]=[CH:21][CH:20]=[CH:19][C:18]=2[O:23][CH3:24])(=[O:16])=[O:15])=[CH:8][C:3]=1[C:4]([O:6][CH3:7])=[O:5])=[O:38]. The catalyst class is: 64.